From a dataset of NCI-60 drug combinations with 297,098 pairs across 59 cell lines. Regression. Given two drug SMILES strings and cell line genomic features, predict the synergy score measuring deviation from expected non-interaction effect. (1) Drug 1: CC(CN1CC(=O)NC(=O)C1)N2CC(=O)NC(=O)C2. Drug 2: CC1=C2C(C(=O)C3(C(CC4C(C3C(C(C2(C)C)(CC1OC(=O)C(C(C5=CC=CC=C5)NC(=O)C6=CC=CC=C6)O)O)OC(=O)C7=CC=CC=C7)(CO4)OC(=O)C)O)C)OC(=O)C. Cell line: HOP-92. Synergy scores: CSS=17.8, Synergy_ZIP=-11.3, Synergy_Bliss=-7.65, Synergy_Loewe=-7.59, Synergy_HSA=-4.73. (2) Drug 1: CC12CCC(CC1=CCC3C2CCC4(C3CC=C4C5=CN=CC=C5)C)O. Drug 2: C1=NC2=C(N=C(N=C2N1C3C(C(C(O3)CO)O)F)Cl)N. Cell line: PC-3. Synergy scores: CSS=19.2, Synergy_ZIP=-0.514, Synergy_Bliss=4.36, Synergy_Loewe=-2.90, Synergy_HSA=5.51.